From a dataset of Forward reaction prediction with 1.9M reactions from USPTO patents (1976-2016). Predict the product of the given reaction. (1) Given the reactants [ClH:1].O1CCOCC1.C(OC(=O)[NH:14][CH:15]([C:34]1[CH:39]=[CH:38][C:37]([C:40]#[N:41])=[CH:36][C:35]=1[S:42][CH3:43])[C:16]1[C:21](=[O:22])[CH2:20][CH2:19][CH2:18][C:17]=1[NH:23][C:24]1[CH:29]=[CH:28][CH:27]=[C:26]([C:30]([F:33])([F:32])[F:31])[CH:25]=1)(C)(C)C, predict the reaction product. The product is: [ClH:1].[NH2:14][CH:15]([C:16]1[C:21](=[O:22])[CH2:20][CH2:19][CH2:18][C:17]=1[NH:23][C:24]1[CH:29]=[CH:28][CH:27]=[C:26]([C:30]([F:33])([F:31])[F:32])[CH:25]=1)[C:34]1[CH:39]=[CH:38][C:37]([C:40]#[N:41])=[CH:36][C:35]=1[S:42][CH3:43]. (2) The product is: [F:1][C:2]1[CH:7]=[CH:6][C:5]([C:8]2[C:13](/[CH:14]=[CH:15]/[C@@H:16]([OH:26])[CH2:17][C@@H:18]([OH:25])[CH2:19][C:20]([O:22][CH2:23][CH3:24])=[O:21])=[C:12]([CH:27]([CH3:29])[CH3:28])[N:11]=[C:10]([N:30]([CH3:35])[S:31]([CH3:34])(=[O:33])=[O:32])[N:9]=2)=[CH:4][CH:3]=1. Given the reactants [F:1][C:2]1[CH:7]=[CH:6][C:5]([C:8]2[C:13](/[CH:14]=[CH:15]/[C@@H:16]([OH:26])[CH2:17][C:18](=[O:25])[CH2:19][C:20]([O:22][CH2:23][CH3:24])=[O:21])=[C:12]([CH:27]([CH3:29])[CH3:28])[N:11]=[C:10]([N:30]([CH3:35])[S:31]([CH3:34])(=[O:33])=[O:32])[N:9]=2)=[CH:4][CH:3]=1.C(B(CC)OC)C.[BH4-].[Na+].C(O)(=O)C, predict the reaction product. (3) The product is: [CH3:1][C:2]1[CH:14]=[C:13]([CH2:15][CH2:16][CH:17]([C:19]2[CH:24]=[CH:23][C:22]([S:25][CH3:26])=[CH:21][CH:20]=2)[O:18][CH2:1][CH2:2][CH2:3][CH3:11])[CH:12]=[C:11]([CH3:27])[C:3]=1[O:4][C:5]([CH3:9])([CH3:10])[C:6]([OH:8])=[O:7]. Given the reactants [CH3:1][C:2]1[CH:14]=[C:13]([CH2:15][CH2:16][CH:17]([C:19]2[CH:24]=[CH:23][C:22]([S:25][CH3:26])=[CH:21][CH:20]=2)[OH:18])[CH:12]=[C:11]([CH3:27])[C:3]=1[O:4][C:5]([CH3:10])([CH3:9])[C:6]([OH:8])=[O:7], predict the reaction product. (4) Given the reactants Br[C:2]1[CH:14]=[CH:13][C:5]([C:6]([O:8][C:9]([CH3:12])([CH3:11])[CH3:10])=[O:7])=[C:4]([NH:15][C:16]2[CH:21]=[CH:20][C:19]([F:22])=[CH:18][CH:17]=2)[CH:3]=1.[NH:23]1[C:31]2[C:26](=[CH:27][CH:28]=[CH:29][CH:30]=2)[CH:25]=[CH:24]1.P([O-])([O-])([O-])=O.[K+].[K+].[K+].F[B-](F)(F)F.C(P(C(C)(C)C)C(C)(C)C)(C)(C)C.C1(P(C2CCCCC2)C2C=CC=CC=2C2C(C(C)C)=CC(C(C)C)=CC=2C(C)C)CCCCC1.C(O)(=O)CC(CC(O)=O)(C(O)=O)O, predict the reaction product. The product is: [F:22][C:19]1[CH:20]=[CH:21][C:16]([NH:15][C:4]2[CH:3]=[C:2]([N:23]3[C:31]4[C:26](=[CH:27][CH:28]=[CH:29][CH:30]=4)[CH:25]=[CH:24]3)[CH:14]=[CH:13][C:5]=2[C:6]([O:8][C:9]([CH3:12])([CH3:11])[CH3:10])=[O:7])=[CH:17][CH:18]=1. (5) Given the reactants [C:1]([NH:4][C:5]1[N:9]([C@@H:10]2[CH2:15][CH2:14][CH2:13][N:12]([C:16]([O:18][CH2:19][C:20]3[CH:25]=[CH:24][CH:23]=[CH:22][CH:21]=3)=[O:17])[CH2:11]2)[N:8]=[C:7]([C:26]2[CH:31]=[CH:30][C:29]([OH:32])=[CH:28][CH:27]=2)[C:6]=1[C:33]#[N:34])(=[O:3])[CH3:2].C(=O)([O-])[O-].[Cs+].[Cs+].[Cl:41][C:42]1[CH:43]=[C:44]([F:49])[C:45](F)=[N:46][CH:47]=1, predict the reaction product. The product is: [C:1]([NH:4][C:5]1[N:9]([C@@H:10]2[CH2:15][CH2:14][CH2:13][N:12]([C:16]([O:18][CH2:19][C:20]3[CH:25]=[CH:24][CH:23]=[CH:22][CH:21]=3)=[O:17])[CH2:11]2)[N:8]=[C:7]([C:26]2[CH:27]=[CH:28][C:29]([O:32][C:45]3[C:44]([F:49])=[CH:43][C:42]([Cl:41])=[CH:47][N:46]=3)=[CH:30][CH:31]=2)[C:6]=1[C:33]#[N:34])(=[O:3])[CH3:2].